From a dataset of Experimentally validated miRNA-target interactions with 360,000+ pairs, plus equal number of negative samples. Binary Classification. Given a miRNA mature sequence and a target amino acid sequence, predict their likelihood of interaction. The miRNA is hsa-miR-409-5p with sequence AGGUUACCCGAGCAACUUUGCAU. The protein sequence of the target gene is MDELALSFSLTCLLPENRASLSPSQPLSFQCLKAPATLTWEDEKQQRWGQPHGPVSSPLLGDHRCLVPFRDLNPSSEVNTANLLESPSSLLLTSCYICSYFSFYILGEKRCHSLKRLRYSVCCKVCPNFCACGKENVSGTGQVCTGVHVGAKEQEEPGGTQALRSCGIYCLEERTDKASHEECRERSTLGRPQCTGLTPSLAGESPCPRLLPGSPTVRHLIASSCPGLSDPLPLPPGTLPLGS. Result: 0 (no interaction).